Dataset: Full USPTO retrosynthesis dataset with 1.9M reactions from patents (1976-2016). Task: Predict the reactants needed to synthesize the given product. Given the product [N:15]1([CH2:20][CH2:21][S:22]([C:25]2[CH:33]=[CH:32][C:28]([C:29]([NH:6][C:5]3[CH:7]=[CH:8][C:2]([Cl:1])=[C:3]([C:9]4[CH:14]=[CH:13][CH:12]=[CH:11][N:10]=4)[CH:4]=3)=[O:30])=[CH:27][CH:26]=2)(=[O:23])=[O:24])[CH:19]=[CH:18][N:17]=[CH:16]1, predict the reactants needed to synthesize it. The reactants are: [Cl:1][C:2]1[CH:8]=[CH:7][C:5]([NH2:6])=[CH:4][C:3]=1[C:9]1[CH:14]=[CH:13][CH:12]=[CH:11][N:10]=1.[N:15]1([CH2:20][CH2:21][S:22]([C:25]2[CH:33]=[CH:32][C:28]([C:29](O)=[O:30])=[CH:27][CH:26]=2)(=[O:24])=[O:23])[CH:19]=[CH:18][N:17]=[CH:16]1.